Dataset: Peptide-MHC class II binding affinity with 134,281 pairs from IEDB. Task: Regression. Given a peptide amino acid sequence and an MHC pseudo amino acid sequence, predict their binding affinity value. This is MHC class II binding data. (1) The peptide sequence is NLLQERLKKLKSEHG. The MHC is DRB5_0101 with pseudo-sequence DRB5_0101. The binding affinity (normalized) is 0.197. (2) The peptide sequence is KKKYFAATQFEPLAA. The MHC is DRB1_1602 with pseudo-sequence DRB1_1602. The binding affinity (normalized) is 0.576. (3) The peptide sequence is EKKYFAATQFEALAA. The MHC is HLA-DPA10201-DPB10101 with pseudo-sequence HLA-DPA10201-DPB10101. The binding affinity (normalized) is 1.00.